This data is from Catalyst prediction with 721,799 reactions and 888 catalyst types from USPTO. The task is: Predict which catalyst facilitates the given reaction. (1) Reactant: [CH3:1][C@H:2]1[CH2:7][N:6]([CH2:8][C:9]2[CH:14]=[CH:13][C:12]([C:15](=[O:39])[NH:16][C@H:17]3[C@H:22]4[C@@H:18]3[O:19][C:20]3[CH:26]=[CH:25][C:24]([O:27][C:28]5[C:37]6[CH2:36][CH2:35][C:34](=[O:38])[NH:33][C:32]=6[N:31]=[CH:30][CH:29]=5)=[CH:23][C:21]=34)=[CH:11][C:10]=2[C:40]([F:43])([F:42])[F:41])[CH2:5][CH2:4][N:3]1C(OC(C)(C)C)=O.CC(=O)OCC. Product: [CH3:1][C@@H:2]1[NH:3][CH2:4][CH2:5][N:6]([CH2:8][C:9]2[CH:14]=[CH:13][C:12]([C:15]([NH:16][C@H:17]3[C@H:22]4[C@@H:18]3[O:19][C:20]3[CH:26]=[CH:25][C:24]([O:27][C:28]5[C:37]6[CH2:36][CH2:35][C:34](=[O:38])[NH:33][C:32]=6[N:31]=[CH:30][CH:29]=5)=[CH:23][C:21]=34)=[O:39])=[CH:11][C:10]=2[C:40]([F:42])([F:41])[F:43])[CH2:7]1. The catalyst class is: 33. (2) Reactant: [N:1]#[C:2]Br.[NH2:4][C:5]1[CH:6]=[C:7]([C:13]2[N:18]=[C:17]3[N:19]([CH2:24][CH:25]4[CH2:30][CH2:29][O:28][CH2:27][CH2:26]4)[C:20](=[O:23])[CH2:21][NH:22][C:16]3=[N:15][CH:14]=2)[CH:8]=[C:9]([CH3:12])[C:10]=1[NH2:11]. Product: [NH2:1][C:2]1[NH:4][C:5]2[CH:6]=[C:7]([C:13]3[N:18]=[C:17]4[N:19]([CH2:24][CH:25]5[CH2:30][CH2:29][O:28][CH2:27][CH2:26]5)[C:20](=[O:23])[CH2:21][NH:22][C:16]4=[N:15][CH:14]=3)[CH:8]=[C:9]([CH3:12])[C:10]=2[N:11]=1. The catalyst class is: 405. (3) Reactant: [C-:1]#[N:2].[K+].Cl[C:5]1[S:18][C:8]2=[CH:9][C:10]3[N:11]([CH3:17])[CH2:12][CH2:13][O:14][C:15]=3[CH:16]=[C:7]2[N:6]=1.O. Product: [CH3:17][N:11]1[C:10]2[CH:9]=[C:8]3[S:18][C:5]([C:1]#[N:2])=[N:6][C:7]3=[CH:16][C:15]=2[O:14][CH2:13][CH2:12]1. The catalyst class is: 16. (4) Reactant: [CH2:1]([O:3][C:4](=[O:20])[CH2:5][C:6]1[CH:19]=[CH:18][C:9]2[C:10]3[C:15](=O)[NH:14][CH:13]=[N:12][C:11]=3[S:17][C:8]=2[CH:7]=1)[CH3:2].C(N(C(C)C)CC)(C)C.P(Cl)(Cl)([Cl:32])=O. Product: [CH2:1]([O:3][C:4](=[O:20])[CH2:5][C:6]1[CH:19]=[CH:18][C:9]2[C:10]3[C:15]([Cl:32])=[N:14][CH:13]=[N:12][C:11]=3[S:17][C:8]=2[CH:7]=1)[CH3:2]. The catalyst class is: 11. (5) Reactant: C[N:2]([CH3:19])[CH:3]=[CH:4][C:5]([C:7]1[CH:8]=[C:9]([N:13]([CH2:17][CH3:18])[C:14](=[O:16])[CH3:15])[CH:10]=[CH:11][CH:12]=1)=O.N[C:21]1[C:25]([C:26]#[N:27])=C[NH:23][N:22]=1.P(=O)(O)(O)O. Product: [CH3:18][CH2:17][N:13]([C:14]([CH3:15])=[O:16])[C:9]1[CH:10]=[CH:11][CH:12]=[C:7]([C:5]2[N:23]3[N:22]=[CH:21][C:25]([C:26]#[N:27])=[C:19]3[N:2]=[CH:3][CH:4]=2)[CH:8]=1. The catalyst class is: 97.